Dataset: Full USPTO retrosynthesis dataset with 1.9M reactions from patents (1976-2016). Task: Predict the reactants needed to synthesize the given product. The reactants are: [Cl:1][C:2]1[C:3]([N:8]2[CH2:13][CH2:12][N:11]([CH2:14][C:15]3[CH:16]=[N:17][N:18]([CH2:20][CH2:21][OH:22])[CH:19]=3)[CH2:10][CH2:9]2)=[N:4][CH:5]=[CH:6][N:7]=1.C(=O)([O-])[O-].[K+].[K+].[CH3:29][O:30][CH2:31][C:32]1[CH:37]=[CH:36][C:35](B(O)O)=[CH:34][CH:33]=1.[Cl-].[NH4+]. Given the product [ClH:1].[CH3:29][O:30][CH2:31][C:32]1[CH:37]=[CH:36][C:35]([C:2]2[C:3]([N:8]3[CH2:13][CH2:12][N:11]([CH2:14][C:15]4[CH:16]=[N:17][N:18]([CH2:20][CH2:21][OH:22])[CH:19]=4)[CH2:10][CH2:9]3)=[N:4][CH:5]=[CH:6][N:7]=2)=[CH:34][CH:33]=1, predict the reactants needed to synthesize it.